The task is: Predict the product of the given reaction.. This data is from Forward reaction prediction with 1.9M reactions from USPTO patents (1976-2016). (1) Given the reactants [F:1][C:2]([F:7])([F:6])[C:3](O)=O.CS(O[CH:13]([C:35]1[CH:40]=C[C:38](C(F)(F)F)=[CH:37][CH:36]=1)[C:14]([N:16]1[CH2:21][CH2:20][N:19]2[CH2:22][C@H:23]([O:25][C:26]3[CH:31]=[N:30][C:29]([CH:32]4[CH2:34][CH2:33]4)=[CH:28][N:27]=3)[CH2:24][C@H:18]2[CH2:17]1)=[O:15])(=O)=O.[F:45][CH:46]([F:49])[CH2:47][NH2:48].C(N)C, predict the reaction product. The product is: [CH:32]1([C:29]2[N:30]=[CH:31][C:26]([O:25][C@H:23]3[CH2:22][N:19]4[CH2:20][CH2:21][N:16]([C:14](=[O:15])[CH:13]([NH:48][CH2:47][CH:46]([F:49])[F:45])[C:35]5[CH:36]=[CH:37][CH:38]=[C:3]([C:2]([F:7])([F:6])[F:1])[CH:40]=5)[CH2:17][C@@H:18]4[CH2:24]3)=[N:27][CH:28]=2)[CH2:33][CH2:34]1. (2) Given the reactants [Cl:1][C:2]1[N:6]2[CH:7]=[C:8]([F:11])[CH:9]=[CH:10][C:5]2=[C:4]([C:12]2[N:13]=[C:14]3[C:20]([C:21]([OH:23])=O)=[CH:19][N:18]([CH2:24][O:25][CH2:26][CH2:27][Si:28]([CH3:31])([CH3:30])[CH3:29])[C:15]3=[N:16][CH:17]=2)[N:3]=1.Cl.[CH3:33][O:34][CH2:35][C@@H:36]([NH2:38])[CH3:37].C(N(CC)C(C)C)(C)C.CN(C(ON1N=NC2C=CC=NC1=2)=[N+](C)C)C.F[P-](F)(F)(F)(F)F, predict the reaction product. The product is: [CH3:33][O:34][CH2:35][C@@H:36]([NH:38][C:21]([C:20]1[C:14]2[C:15](=[N:16][CH:17]=[C:12]([C:4]3[N:3]=[C:2]([Cl:1])[N:6]4[CH:7]=[C:8]([F:11])[CH:9]=[CH:10][C:5]=34)[N:13]=2)[N:18]([CH2:24][O:25][CH2:26][CH2:27][Si:28]([CH3:29])([CH3:30])[CH3:31])[CH:19]=1)=[O:23])[CH3:37].